From a dataset of Reaction yield outcomes from USPTO patents with 853,638 reactions. Predict the reaction yield, written as a fraction of the theoretical maximum amount of product (1.0 means a 100% yield; for example, 0.34 means a 34% yield). (1) The reactants are [Cl:1][C:2]1[CH:3]=[CH:4][C:5]([N:10]2[CH2:15][CH:14]([CH3:16])[CH2:13][CH:12]([CH3:17])[CH2:11]2)=C([CH:9]=1)C#N.[OH-].[K+].O.[C:21]([O:24]CC)(=[O:23])[CH3:22]. The catalyst is COCCOCCO. The product is [Cl:1][C:2]1[CH:3]=[CH:4][C:5]([N:10]2[CH2:11][CH:12]([CH3:17])[CH2:13][CH:14]([CH3:16])[CH2:15]2)=[C:22]([CH:9]=1)[C:21]([OH:24])=[O:23]. The yield is 0.750. (2) The reactants are CN(C)CCN.[CH:7]([O:10][N:11]1[C:15](=O)[C:14]2=[CH:17][CH:18]=[CH:19][CH:20]=[C:13]2C1=O)([CH3:9])[CH3:8].C(O)(=O)C.[Cl:26][C:27]1[CH:32]=[CH:31][C:30]([NH:33][S:34]([C:37]([F:40])([F:39])[F:38])(=[O:36])=[O:35])=[C:29](C(C2CCCCC2)=O)[CH:28]=1. The catalyst is CCO. The product is [Cl:26][C:27]1[CH:28]=[CH:29][C:30]([NH:33][S:34]([C:37]([F:40])([F:38])[F:39])(=[O:36])=[O:35])=[C:31]([C:15]([CH:14]2[CH2:13][CH2:20][CH2:19][CH2:18][CH2:17]2)=[N:11][O:10][CH:7]([CH3:8])[CH3:9])[CH:32]=1. The yield is 0.910. (3) The reactants are C(OC(=O)[NH:10][C@@H:11]1[CH2:17][CH2:16][CH2:15][N:14]([C:18]2[N:19]([CH3:49])[N:20]=[CH:21][C:22]=2[NH:23][C:24]([C:26]2[N:27]=[C:28]([C:39]3[CH:44]=[CH:43][CH:42]=[CH:41][C:40]=3[C:45]([F:48])([F:47])[F:46])[S:29][C:30]=2[NH:31]C(OC(C)(C)C)=O)=[O:25])[CH2:13][CH2:12]1)C1C=CC=CC=1. The catalyst is O1CCOCC1.Cl. The product is [NH2:31][C:30]1[S:29][C:28]([C:39]2[CH:44]=[CH:43][CH:42]=[CH:41][C:40]=2[C:45]([F:47])([F:48])[F:46])=[N:27][C:26]=1[C:24]([NH:23][C:22]1[CH:21]=[N:20][N:19]([CH3:49])[C:18]=1[N:14]1[CH2:15][CH2:16][CH2:17][C@@H:11]([NH2:10])[CH2:12][CH2:13]1)=[O:25]. The yield is 0.592. (4) The reactants are C[O:2][C:3]([C:5]1[NH:9][C:8]2[CH:10]=[CH:11][CH:12]=[CH:13][C:7]=2[N:6]=1)=[O:4].Cl. The catalyst is [OH-].[Na+].CO. The product is [NH:6]1[C:7]2[CH:13]=[CH:12][CH:11]=[CH:10][C:8]=2[N:9]=[C:5]1[C:3]([OH:4])=[O:2]. The yield is 0.800. (5) The reactants are [Cl:1][C:2]1[CH:7]=[CH:6][C:5]([CH2:8][CH2:9][NH:10][C:11]([C:13]2[CH:17]=[C:16]([N+:18]([O-])=O)[NH:15][N:14]=2)=[O:12])=[CH:4][CH:3]=1.[Cl-].[NH4+]. The catalyst is O1CCCC1.C(O)C.[Fe]. The product is [Cl:1][C:2]1[CH:7]=[CH:6][C:5]([CH2:8][CH2:9][NH:10][C:11]([C:13]2[CH:17]=[C:16]([NH2:18])[NH:15][N:14]=2)=[O:12])=[CH:4][CH:3]=1. The yield is 0.700. (6) The product is [NH2:1][C:2]1[C:12]([C:76]2[CH:77]=[CH:78][C:73]([CH2:94][OH:59])=[CH:74][CH:75]=2)=[CH:11][C:10]([C:30]2[N:29]([C:27]([O:26][C:22]([CH3:25])([CH3:24])[CH3:23])=[O:28])[C:37]3[C:32]([CH:31]=2)=[CH:33][C:34]([S:38]([N:41]2[CH2:101][CH2:100][N:97]([CH3:95])[CH2:98][CH2:99]2)(=[O:39])=[O:40])=[CH:35][CH:36]=3)=[C:4]2[C:5]([NH:7][C:8](=[O:9])[C:3]=12)=[O:6]. The reactants are [NH2:1][C:2]1[C:12](C2C=CC=CC=2CO)=[CH:11][C:10](Br)=[C:4]2[C:5]([NH:7][C:8](=[O:9])[C:3]=12)=[O:6].[C:22]([O:26][C:27]([N:29]1[C:37]2[C:32](=[CH:33][C:34]([S:38]([N:41]3CCN(C)CC3)(=[O:40])=[O:39])=[CH:35][CH:36]=2)[CH:31]=[C:30]1B(O)O)=[O:28])([CH3:25])([CH3:24])[CH3:23].CN1CCN(S(C2C=C3C(=CC=2)NC(B(O)O)=C3)(=O)=[O:59])CC1.[C:73]1([CH3:94])[CH:78]=[CH:77][CH:76]=[CH:75][C:74]=1P([C:74]1[CH:75]=[CH:76][CH:77]=[CH:78][C:73]=1[CH3:94])[C:74]1[CH:75]=[CH:76][CH:77]=[CH:78][C:73]=1[CH3:94].[CH2:95]([N:97]([CH2:100][CH3:101])[CH2:98][CH3:99])C. The catalyst is C(#N)C.C(OCC)(=O)C.CO.C([O-])(=O)C.[Pd+2].C([O-])(=O)C. The yield is 0.540. (7) The reactants are [Br-:1].[Br-].[Br-].C([N+](CCCC)(CCCC)CCCC)CCC.C([N+](CCCC)(CCCC)CCCC)CCC.C([N+](CCCC)(CCCC)CCCC)CCC.[CH2:55]([C:57]1[CH:62]=[CH:61][CH:60]=[CH:59][C:58]=1[OH:63])[CH3:56]. The catalyst is C(Cl)(Cl)Cl. The product is [Br:1][C:61]1[CH:60]=[CH:59][C:58]([OH:63])=[C:57]([CH2:55][CH3:56])[CH:62]=1. The yield is 0.980.